From a dataset of Full USPTO retrosynthesis dataset with 1.9M reactions from patents (1976-2016). Predict the reactants needed to synthesize the given product. (1) The reactants are: [O:1]1[CH:5]=[CH:4][CH:3]=[C:2]1[C:6]1[N:19]=[C:9]2[N:10]=[C:11](S(C)(=O)=O)[N:12]=[C:13]([NH2:14])[N:8]2[N:7]=1.[CH2:20]1[NH:25][CH2:24][CH2:23][N:22]2[CH2:26][C@H:27]([CH2:30][OH:31])[CH2:28][CH2:29][C@@H:21]12. Given the product [NH2:14][C:13]1[N:8]2[N:7]=[C:6]([C:2]3[O:1][CH:5]=[CH:4][CH:3]=3)[N:19]=[C:9]2[N:10]=[C:11]([N:25]2[CH2:24][CH2:23][N:22]3[CH2:26][CH:27]([CH2:30][OH:31])[CH2:28][CH2:29][CH:21]3[CH2:20]2)[N:12]=1, predict the reactants needed to synthesize it. (2) Given the product [C:27]([O:31][C:32]([N:34]1[CH2:39][CH2:38][N:37]([C:12]([C:8]2[NH:9][C:10]3[C:6]([CH:7]=2)=[CH:5][C:4]([O:15][CH:16]2[CH2:21][CH2:20][N:19]([CH:22]([CH3:24])[CH3:23])[CH2:18][CH2:17]2)=[C:3]([Cl:2])[CH:11]=3)=[O:14])[CH2:36][CH2:35]1)=[O:33])([CH3:30])([CH3:28])[CH3:29], predict the reactants needed to synthesize it. The reactants are: Cl.[Cl:2][C:3]1[CH:11]=[C:10]2[C:6]([CH:7]=[C:8]([C:12]([OH:14])=O)[NH:9]2)=[CH:5][C:4]=1[O:15][CH:16]1[CH2:21][CH2:20][N:19]([CH:22]([CH3:24])[CH3:23])[CH2:18][CH2:17]1.[Cl-].[Li+].[C:27]([O:31][C:32]([N:34]1[CH2:39][CH2:38][NH:37][CH2:36][CH2:35]1)=[O:33])([CH3:30])([CH3:29])[CH3:28].F[B-](F)(F)F.N1(OC(N(C)C)=[N+](C)C)C2C=CC=CC=2N=N1.C(N(CC)C(C)C)(C)C. (3) The reactants are: [Cl:1][C:2]1[CH:21]=[CH:20][C:19]([CH2:22][C@H:23]2[CH2:25][O:24]2)=[CH:18][C:3]=1[C:4]([NH:6][CH2:7][C:8]12[CH2:17][CH:12]3[CH2:13][CH:14]([CH2:16][CH:10]([CH2:11]3)[CH2:9]1)[CH2:15]2)=[O:5].[CH2:26]([NH2:28])[CH3:27].O1CCCC1.Cl. Given the product [ClH:1].[Cl:1][C:2]1[CH:21]=[CH:20][C:19]([CH2:22][C@H:23]([OH:24])[CH2:25][NH:28][CH2:26][CH3:27])=[CH:18][C:3]=1[C:4]([NH:6][CH2:7][C:8]12[CH2:15][CH:14]3[CH2:16][CH:10]([CH2:11][CH:12]([CH2:13]3)[CH2:17]1)[CH2:9]2)=[O:5], predict the reactants needed to synthesize it. (4) Given the product [CH2:1]([N:4]1[CH2:5][CH2:6][CH:7]([C:10]2[CH:11]=[C:12]([O:16][S:17]([C:20]([F:23])([F:22])[F:21])(=[O:19])=[O:18])[CH:13]=[CH:14][CH:15]=2)[CH2:8][CH2:9]1)[CH2:2][CH3:3], predict the reactants needed to synthesize it. The reactants are: [CH2:1]([N:4]1[CH2:9][CH2:8][CH:7]([C:10]2[CH:11]=[C:12]([OH:16])[CH:13]=[CH:14][CH:15]=2)[CH2:6][CH2:5]1)[CH2:2][CH3:3].[S:17](O[S:17]([C:20]([F:23])([F:22])[F:21])(=[O:19])=[O:18])([C:20]([F:23])([F:22])[F:21])(=[O:19])=[O:18]. (5) Given the product [CH:25]12[CH2:31][CH:28]([CH2:29][CH2:30]1)[CH2:27][CH:26]2[C:32]([N:22]1[CH2:23][CH2:24][CH:19]([CH2:18][O:17][C:14]2[CH:13]=[CH:12][C:11]([C:8]3[CH:9]=[CH:10][C:5]([S:2]([CH3:1])(=[O:3])=[O:4])=[CH:6][CH:7]=3)=[CH:16][N:15]=2)[CH2:20][CH2:21]1)=[O:33], predict the reactants needed to synthesize it. The reactants are: [CH3:1][S:2]([C:5]1[CH:10]=[CH:9][C:8]([C:11]2[CH:12]=[CH:13][C:14]([O:17][CH2:18][CH:19]3[CH2:24][CH2:23][NH:22][CH2:21][CH2:20]3)=[N:15][CH:16]=2)=[CH:7][CH:6]=1)(=[O:4])=[O:3].[CH:25]12[CH2:31][CH:28]([CH2:29][CH2:30]1)[CH2:27][CH:26]2[C:32](O)=[O:33].